From a dataset of Full USPTO retrosynthesis dataset with 1.9M reactions from patents (1976-2016). Predict the reactants needed to synthesize the given product. (1) Given the product [Br:12][C:10]1[C:9]2[C:4](=[CH:5][CH:6]=[CH:7][CH:8]=2)[N:3]=[C:2]([NH:36][CH2:28][CH2:32][N:13]2[CH2:14][CH2:15][O:16][CH2:17][CH2:18]2)[CH:11]=1.[C:32]([OH:34])([C:28]([F:31])([F:30])[F:29])=[O:33], predict the reactants needed to synthesize it. The reactants are: Br[C:2]1[CH:11]=[C:10]([Br:12])[C:9]2[C:4](=[CH:5][CH:6]=[CH:7][CH:8]=2)[N:3]=1.[NH:13]1[CH2:18][CH2:17][O:16][CH:15](CCN)[CH2:14]1.C([O-])([O-])=O.[K+].[K+].[C:28]([C:32]([OH:34])=[O:33])([F:31])([F:30])[F:29].C[N:36](C=O)C. (2) Given the product [Br:8][C:9]1[CH:10]=[N:11][CH:12]=[CH:13][C:14]=1[C:15]([N:40]([CH3:39])[O:41][CH3:42])=[O:17], predict the reactants needed to synthesize it. The reactants are: CCN(CC)CC.[Br:8][C:9]1[CH:10]=[N:11][CH:12]=[CH:13][C:14]=1[C:15]([OH:17])=O.CCN=C=NCCCN(C)C.C1C=CC2N(O)N=NC=2C=1.[CH3:39][NH:40][O:41][CH3:42]. (3) Given the product [S:20]([O:1][CH2:2][C@H:3]1[CH2:6][CH2:5][N:4]1[C:7]([O:9][C:10]([CH3:13])([CH3:12])[CH3:11])=[O:8])([C:17]1[CH:18]=[CH:19][C:14]([CH3:24])=[CH:15][CH:16]=1)(=[O:22])=[O:21], predict the reactants needed to synthesize it. The reactants are: [OH:1][CH2:2][C@H:3]1[CH2:6][CH2:5][N:4]1[C:7]([O:9][C:10]([CH3:13])([CH3:12])[CH3:11])=[O:8].[C:14]1([CH3:24])[CH:19]=[CH:18][C:17]([S:20](Cl)(=[O:22])=[O:21])=[CH:16][CH:15]=1.O. (4) Given the product [CH:29]1([CH2:30][N:25]([C@@H:26]2[CH2:18][CH2:19][CH2:14][CH2:15][C@H:27]2[OH:28])[C:10]([C@H:8]2[C@H:7]([C:1]3[CH:2]=[CH:3][CH:4]=[CH:5][CH:6]=3)[O:9]2)=[O:12])[CH2:32][CH2:31]1, predict the reactants needed to synthesize it. The reactants are: [C:1]1([C@@H:7]2[O:9][C@H:8]2[C:10]([O-:12])=O)[CH:6]=[CH:5][CH:4]=[CH:3][CH:2]=1.[K+].[CH:14]1[CH:15]=CC2N(O)N=N[C:18]=2[CH:19]=1.C[N:25]1[CH2:30][CH2:29][O:28][CH2:27][CH2:26]1.[CH3:31][CH2:32]N=C=NCCCN(C)C.Cl. (5) Given the product [CH:1]1([NH:4][C:5]([C:7]2[C:16]3[C:11](=[CH:12][C:13]([O:17][CH3:18])=[CH:14][CH:15]=3)[N:10]([CH2:19][CH2:20][N:45]3[CH2:46][CH2:47][CH:42]([N:34]([CH2:33][C:31]4[CH:30]=[CH:29][C:28]5[O:23][CH2:24][CH2:25][O:26][C:27]=5[CH:32]=4)[C:35](=[O:41])[O:36][C:37]([CH3:40])([CH3:38])[CH3:39])[CH2:43][CH2:44]3)[C:9](=[O:22])[CH:8]=2)=[O:6])[CH2:2][CH2:3]1, predict the reactants needed to synthesize it. The reactants are: [CH:1]1([NH:4][C:5]([C:7]2[C:16]3[C:11](=[CH:12][C:13]([O:17][CH3:18])=[CH:14][CH:15]=3)[N:10]([CH2:19][CH:20]=O)[C:9](=[O:22])[CH:8]=2)=[O:6])[CH2:3][CH2:2]1.[O:23]1[C:28]2[CH:29]=[CH:30][C:31]([CH2:33][N:34]([CH:42]3[CH2:47][CH2:46][NH:45][CH2:44][CH2:43]3)[C:35](=[O:41])[O:36][C:37]([CH3:40])([CH3:39])[CH3:38])=[CH:32][C:27]=2[O:26][CH2:25][CH2:24]1.C([BH3-])#N.[Na+].C(=O)([O-])O.[Na+]. (6) Given the product [C:8]([O:12][C:13]([NH:15][C:16]1[CH:17]=[CH:18][C:19]([NH:20][S:4]([CH:1]([CH3:3])[CH3:2])(=[O:6])=[O:5])=[CH:21][CH:22]=1)=[O:14])([CH3:11])([CH3:9])[CH3:10], predict the reactants needed to synthesize it. The reactants are: [CH:1]([S:4](Cl)(=[O:6])=[O:5])([CH3:3])[CH3:2].[C:8]([O:12][C:13]([NH:15][C:16]1[CH:22]=[CH:21][C:19]([NH2:20])=[CH:18][CH:17]=1)=[O:14])([CH3:11])([CH3:10])[CH3:9]. (7) Given the product [Cl:1][C:14]1[CH:15]=[CH:16][CH:17]=[CH:18][C:13]=1[O:12][P:10](=[N:7][C@@H:6]([CH3:8])[C:5]([O:4][CH2:2][CH3:3])=[O:9])=[O:11], predict the reactants needed to synthesize it. The reactants are: [ClH:1].[CH2:2]([O:4][C:5](=[O:9])[C@H:6]([CH3:8])[NH2:7])[CH3:3].[P:10](Cl)(Cl)([O:12][C:13]1[CH:18]=[CH:17][CH:16]=[CH:15][CH:14]=1)=[O:11].C(N(CC)CC)C.C(OCC)(=O)C. (8) Given the product [NH2:1][C:2]1[CH:3]=[CH:4][C:5]([C:12]2[CH:17]=[CH:16][C:15]([O:18][Si:21]([C:24]([CH3:27])([CH3:26])[CH3:25])([CH3:23])[CH3:22])=[C:14]([O:19][CH3:20])[CH:13]=2)=[C:6]2[C:10]=1[C:9](=[O:11])[NH:8][CH2:7]2, predict the reactants needed to synthesize it. The reactants are: [NH2:1][C:2]1[CH:3]=[CH:4][C:5]([C:12]2[CH:17]=[CH:16][C:15]([OH:18])=[C:14]([O:19][CH3:20])[CH:13]=2)=[C:6]2[C:10]=1[C:9](=[O:11])[NH:8][CH2:7]2.[Si:21](Cl)([C:24]([CH3:27])([CH3:26])[CH3:25])([CH3:23])[CH3:22].N12CCCN=C1CCCCC2.O.